This data is from NCI-60 drug combinations with 297,098 pairs across 59 cell lines. The task is: Regression. Given two drug SMILES strings and cell line genomic features, predict the synergy score measuring deviation from expected non-interaction effect. (1) Drug 1: C1=NC2=C(N1)C(=S)N=C(N2)N. Drug 2: CN(CCCl)CCCl.Cl. Cell line: HT29. Synergy scores: CSS=35.9, Synergy_ZIP=0.185, Synergy_Bliss=1.88, Synergy_Loewe=-7.93, Synergy_HSA=-0.300. (2) Drug 2: CC(C)NC(=O)C1=CC=C(C=C1)CNNC.Cl. Drug 1: CC(C)(C#N)C1=CC(=CC(=C1)CN2C=NC=N2)C(C)(C)C#N. Synergy scores: CSS=-3.46, Synergy_ZIP=2.41, Synergy_Bliss=1.90, Synergy_Loewe=-0.854, Synergy_HSA=-2.15. Cell line: NCI-H460. (3) Drug 1: C1C(C(OC1N2C=NC3=C(N=C(N=C32)Cl)N)CO)O. Drug 2: CC1=C(C=C(C=C1)NC(=O)C2=CC=C(C=C2)CN3CCN(CC3)C)NC4=NC=CC(=N4)C5=CN=CC=C5. Cell line: SK-MEL-5. Synergy scores: CSS=14.0, Synergy_ZIP=-4.81, Synergy_Bliss=2.30, Synergy_Loewe=-1.37, Synergy_HSA=2.23. (4) Drug 1: CCC1(CC2CC(C3=C(CCN(C2)C1)C4=CC=CC=C4N3)(C5=C(C=C6C(=C5)C78CCN9C7C(C=CC9)(C(C(C8N6C=O)(C(=O)OC)O)OC(=O)C)CC)OC)C(=O)OC)O.OS(=O)(=O)O. Drug 2: CC1=C(C=C(C=C1)NC(=O)C2=CC=C(C=C2)CN3CCN(CC3)C)NC4=NC=CC(=N4)C5=CN=CC=C5. Cell line: HCC-2998. Synergy scores: CSS=30.6, Synergy_ZIP=13.9, Synergy_Bliss=14.5, Synergy_Loewe=-12.4, Synergy_HSA=8.78.